Dataset: Full USPTO retrosynthesis dataset with 1.9M reactions from patents (1976-2016). Task: Predict the reactants needed to synthesize the given product. (1) Given the product [CH3:30][O:31][C:6]1[CH:7]=[CH:8][CH:3]=[CH:4][C:5]=1[N:9]1[CH2:14][CH2:13][N:12]([CH2:15][CH2:16][N:17]2[C:26](=[O:27])[C:25]3[C:20](=[CH:21][CH:22]=[CH:23][CH:24]=3)[N:19]=[CH:18]2)[CH2:11][CH2:10]1, predict the reactants needed to synthesize it. The reactants are: FC(F)(F)[C:3]1[CH:4]=[C:5]([N:9]2[CH2:14][CH2:13][N:12]([CH2:15][CH2:16][N:17]3[C:26](=[O:27])[C:25]4[C:20](=[CH:21][CH:22]=[CH:23][CH:24]=4)[N:19]=[CH:18]3)[CH2:11][CH2:10]2)[CH:6]=[CH:7][CH:8]=1.[CH3:30][O:31]C1C=CC=CC=1N1CCNCC1. (2) Given the product [C:17]([O:16][C:14]([N:12]1[CH2:13][C:9]2[C:10](=[N:6][NH:7][C:8]=2[I:21])[CH2:11]1)=[O:15])([CH3:20])([CH3:18])[CH3:19], predict the reactants needed to synthesize it. The reactants are: C(OC([N:6]1[C:10]2[CH2:11][N:12]([C:14]([O:16][C:17]([CH3:20])([CH3:19])[CH3:18])=[O:15])[CH2:13][C:9]=2[C:8]([I:21])=[N:7]1)=O)C.CO. (3) The reactants are: [C:1]([C:3]1[CH:8]=[CH:7][C:6]([C@@H:9]2[C:14]([C:15]([OH:17])=O)=[C:13]([CH3:18])[N:12]([C:19]3[CH:24]=[CH:23][CH:22]=[C:21]([C:25]([F:28])([F:27])[F:26])[CH:20]=3)[C:11](=[O:29])[NH:10]2)=[CH:5][CH:4]=1)#[N:2].C([N:32]1[CH:36]=[CH:35][N:34]=[CH:33]1)([N:32]1[CH:36]=[CH:35][N:34]=[CH:33]1)=O. Given the product [N:32]1([C:15]([C:14]2[C@@H:9]([C:6]3[CH:7]=[CH:8][C:3]([C:1]#[N:2])=[CH:4][CH:5]=3)[NH:10][C:11](=[O:29])[N:12]([C:19]3[CH:24]=[CH:23][CH:22]=[C:21]([C:25]([F:26])([F:27])[F:28])[CH:20]=3)[C:13]=2[CH3:18])=[O:17])[CH:36]=[CH:35][N:34]=[CH:33]1, predict the reactants needed to synthesize it. (4) Given the product [Br:24][C:25]1[CH:26]=[CH:27][C:28]([CH:31]([OH:34])[C:32]2[N:1]([CH:4]3[CH2:23][N:8]4[C:9]5[C:14]([C:15]([CH2:16][C:17]([OH:19])=[O:18])=[C:7]4[CH2:6][CH2:5]3)=[CH:13][CH:12]=[CH:11][CH:10]=5)[N:2]=[N:3][CH:33]=2)=[CH:29][CH:30]=1, predict the reactants needed to synthesize it. The reactants are: [N:1]([CH:4]1[CH2:23][N:8]2[C:9]3[C:14]([C:15]([CH2:16][C:17]([O:19]CCC)=[O:18])=[C:7]2[CH2:6][CH2:5]1)=[CH:13][CH:12]=[CH:11][CH:10]=3)=[N+:2]=[N-:3].[Br:24][C:25]1[CH:30]=[CH:29][C:28]([CH:31]([OH:34])[C:32]#[CH:33])=[CH:27][CH:26]=1.